From a dataset of Peptide-MHC class II binding affinity with 134,281 pairs from IEDB. Regression. Given a peptide amino acid sequence and an MHC pseudo amino acid sequence, predict their binding affinity value. This is MHC class II binding data. (1) The peptide sequence is VVIQDNSDIKVVPRRKAKII. The MHC is HLA-DPA10201-DPB10501 with pseudo-sequence HLA-DPA10201-DPB10501. The binding affinity (normalized) is 0.464. (2) The peptide sequence is HRPASVIKVLVAMAS. The MHC is HLA-DQA10301-DQB10302 with pseudo-sequence HLA-DQA10301-DQB10302. The binding affinity (normalized) is 0.175. (3) The peptide sequence is DLVANQPNLKALREK. The MHC is HLA-DQA10401-DQB10402 with pseudo-sequence HLA-DQA10401-DQB10402. The binding affinity (normalized) is 0.358. (4) The peptide sequence is GELQIVDKIDAAFKP. The MHC is DRB1_1501 with pseudo-sequence DRB1_1501. The binding affinity (normalized) is 0.208.